From a dataset of Forward reaction prediction with 1.9M reactions from USPTO patents (1976-2016). Predict the product of the given reaction. (1) Given the reactants [Br:1]Br.[C:3]([C:6]1[C:19]2[C:10](=[C:11]3[CH2:22][CH2:21][CH2:20][N:13]4[CH2:14][CH2:15][CH2:16][C:17]([CH:18]=2)=[C:12]34)[O:9][C:8](=[O:23])[CH:7]=1)(=[O:5])[CH3:4].[OH-].[Na+], predict the reaction product. The product is: [C:3]([C:6]1[C:19]2[C:10](=[C:11]3[CH2:22][CH2:21][CH2:20][N:13]4[CH2:14][CH2:15][CH2:16][C:17]([CH:18]=2)=[C:12]34)[O:9][C:8](=[O:23])[C:7]=1[Br:1])(=[O:5])[CH3:4]. (2) Given the reactants [NH2:1][C:2]1[C:3]([F:11])=[CH:4][C:5]([F:10])=[C:6]([CH:9]=1)[C:7]#[N:8].Cl[C:13]1[N:18]=[C:17]([N:19]([CH:29]2[CH2:31][CH2:30]2)[CH2:20][C:21]2[CH:26]=[CH:25][C:24]([O:27][CH3:28])=[CH:23][CH:22]=2)[C:16]2=[N:32][CH:33]=[C:34]([C:35]#[N:36])[N:15]2[N:14]=1.C([O-])([O-])=O.[Cs+].[Cs+].C1(P(C2C=CC=CC=2)C2C3OC4C(=CC=CC=4P(C4C=CC=CC=4)C4C=CC=CC=4)C(C)(C)C=3C=CC=2)C=CC=CC=1, predict the reaction product. The product is: [C:7]([C:6]1[C:5]([F:10])=[CH:4][C:3]([F:11])=[C:2]([NH:1][C:13]2[N:18]=[C:17]([N:19]([CH:29]3[CH2:31][CH2:30]3)[CH2:20][C:21]3[CH:26]=[CH:25][C:24]([O:27][CH3:28])=[CH:23][CH:22]=3)[C:16]3=[N:32][CH:33]=[C:34]([C:35]#[N:36])[N:15]3[N:14]=2)[CH:9]=1)#[N:8]. (3) The product is: [CH2:1]([NH:8][C:9](=[O:10])[C@H:11]([C:12]1[CH:13]=[CH:14][C:15]([CH2:16][N:17]2[C:25]3[C:20](=[CH:21][CH:22]=[CH:23][CH:24]=3)[C:19]3[C:26]([CH3:36])=[C:27]([CH2:31][CH2:32][CH2:33][OH:34])[C:28]([CH3:30])=[N:29][C:18]2=3)=[CH:37][CH:38]=1)[CH:39]1[CH2:40][CH2:41][O:42][CH2:43][CH2:44]1)[C:2]1[CH:3]=[CH:4][CH:5]=[CH:6][CH:7]=1. Given the reactants [CH2:1]([NH:8][C:9]([C@@H:11]([CH:39]1[CH2:44][CH2:43][O:42][CH2:41][CH2:40]1)[C:12]1[CH:38]=[CH:37][C:15]([CH2:16][N:17]2[C:25]3[C:20](=[CH:21][CH:22]=[CH:23][CH:24]=3)[C:19]3[C:26]([CH3:36])=[C:27]([CH2:31][CH2:32][C:33](O)=[O:34])[C:28]([CH3:30])=[N:29][C:18]2=3)=[CH:14][CH:13]=1)=[O:10])[C:2]1[CH:7]=[CH:6][CH:5]=[CH:4][CH:3]=1.O.C(=O)([O-])[O-].[K+].[K+], predict the reaction product.